Dataset: Full USPTO retrosynthesis dataset with 1.9M reactions from patents (1976-2016). Task: Predict the reactants needed to synthesize the given product. (1) Given the product [F:29][CH2:30][C:31]1([S:34]([NH:37][C:14]([C@@:9]2([NH:8][C:6](=[O:7])[O:5][C:1]([CH3:2])([CH3:3])[CH3:4])[CH2:11][C@H:10]2[CH:12]=[CH2:13])=[O:16])(=[O:36])=[O:35])[CH2:33][CH2:32]1, predict the reactants needed to synthesize it. The reactants are: [C:1]([O:5][C:6]([NH:8][C@:9]1([C:14]([OH:16])=O)[CH2:11][C@H:10]1[CH:12]=[CH2:13])=[O:7])([CH3:4])([CH3:3])[CH3:2].C1N=CN(C(N2C=NC=C2)=O)C=1.[F:29][CH2:30][C:31]1([S:34]([NH2:37])(=[O:36])=[O:35])[CH2:33][CH2:32]1.C1CCN2C(=NCCC2)CC1. (2) Given the product [Cl:1][C:2]1[C:3]([CH3:29])=[C:4]([NH:10][C@@H:11]([C:12]2[O:13][C:16]([C:17]3[CH:22]=[CH:21][CH:20]=[C:19]([O:23][CH3:24])[CH:18]=3)=[N:15][N:14]=2)[C@@H:26]([OH:28])[CH3:27])[CH:5]=[CH:6][C:7]=1[C:8]#[N:9], predict the reactants needed to synthesize it. The reactants are: [Cl:1][C:2]1[C:3]([CH3:29])=[C:4]([NH:10][C@H:11]([C@@H:26]([OH:28])[CH3:27])[C:12]([NH:14][NH:15][C:16](=O)[C:17]2[CH:22]=[CH:21][CH:20]=[C:19]([O:23][CH3:24])[CH:18]=2)=[O:13])[CH:5]=[CH:6][C:7]=1[C:8]#[N:9].CCN(P1(N(C)CCCN1C)=NC(C)(C)C)CC. (3) Given the product [Br:1][C:2]1[C:3]([OH:13])=[C:4]([CH2:9][C:10]([O:12][CH3:19])=[O:11])[CH:5]=[C:6]([Br:8])[CH:7]=1, predict the reactants needed to synthesize it. The reactants are: [Br:1][C:2]1[C:3]([OH:13])=[C:4]([CH2:9][C:10]([OH:12])=[O:11])[CH:5]=[C:6]([Br:8])[CH:7]=1.S(=O)(=O)(O)O.[CH3:19]O. (4) Given the product [NH2:1][C:2]1[N:3]=[CH:4][C:5]([C:20]2[CH:30]=[CH:29][C:23]([C:24]([N:26]([CH3:28])[CH3:27])=[O:25])=[CH:22][CH:21]=2)=[N:6][C:7]=1[C:8]1[O:9][C:10]([C:13]2[CH:18]=[CH:17][CH:16]=[CH:15][C:14]=2[CH:32]=[CH2:33])=[N:11][N:12]=1, predict the reactants needed to synthesize it. The reactants are: [NH2:1][C:2]1[N:3]=[CH:4][C:5]([C:20]2[CH:30]=[CH:29][C:23]([C:24]([N:26]([CH3:28])[CH3:27])=[O:25])=[CH:22][CH:21]=2)=[N:6][C:7]=1[C:8]1[O:9][C:10]([C:13]2[CH:18]=[CH:17][CH:16]=[CH:15][C:14]=2I)=[N:11][N:12]=1.F[C:32]([B])=[C:33](F)F.[K].C(N(CC)CC)C.C1(P(C2C=CC=CC=2)C2C=CC=CC=2)C=CCC=1. (5) Given the product [OH:1][C:2]1[C:7]([CH3:8])=[C:6]([O:9][CH2:29][C:25]2[CH:26]=[CH:27][CH:28]=[C:23]([S:22][C:19]3[CH:18]=[CH:17][N:16]=[CH:21][CH:20]=3)[CH:24]=2)[CH:5]=[CH:4][C:3]=1[C:10](=[O:15])[CH2:11][CH:12]([CH3:13])[CH3:14], predict the reactants needed to synthesize it. The reactants are: [OH:1][C:2]1[C:7]([CH3:8])=[C:6]([OH:9])[CH:5]=[CH:4][C:3]=1[C:10](=[O:15])[CH2:11][CH:12]([CH3:14])[CH3:13].[N:16]1[CH:21]=[CH:20][C:19]([S:22][C:23]2[CH:24]=[C:25]([CH2:29]O)[CH:26]=[CH:27][CH:28]=2)=[CH:18][CH:17]=1.C1(P(C2C=CC=CC=2)C2C=CC=CC=2)C=CC=CC=1. (6) Given the product [Cl:1][C:2]1[CH:10]=[C:9]([CH:8]=[CH:7][C:3]=1[C:4]([N:26]1[CH2:31][CH2:30][S:29][CH2:28][CH2:27]1)=[O:5])[C:11]([NH:13][CH:14]([C:16]1[NH:20][C:19]2[CH:21]=[CH:22][C:23]([Cl:25])=[CH:24][C:18]=2[N:17]=1)[CH3:15])=[O:12], predict the reactants needed to synthesize it. The reactants are: [Cl:1][C:2]1[CH:10]=[C:9]([C:11]([NH:13][CH:14]([C:16]2[NH:20][C:19]3[CH:21]=[CH:22][C:23]([Cl:25])=[CH:24][C:18]=3[N:17]=2)[CH3:15])=[O:12])[CH:8]=[CH:7][C:3]=1[C:4](O)=[O:5].[NH:26]1[CH2:31][CH2:30][S:29][CH2:28][CH2:27]1.C(N(C(C)C)CC)(C)C.ClCl.